From a dataset of Peptide-MHC class I binding affinity with 185,985 pairs from IEDB/IMGT. Regression. Given a peptide amino acid sequence and an MHC pseudo amino acid sequence, predict their binding affinity value. This is MHC class I binding data. The peptide sequence is MPIEPGDIGY. The MHC is HLA-B35:01 with pseudo-sequence HLA-B35:01. The binding affinity (normalized) is 0.948.